Dataset: Forward reaction prediction with 1.9M reactions from USPTO patents (1976-2016). Task: Predict the product of the given reaction. (1) Given the reactants [CH3:1]/[CH:2]=[CH:3]/[C:4]([CH:6]1[C:11]([CH3:13])([CH3:12])[CH2:10][CH:9]=[CH:8][CH:7]1[CH3:14])=[O:5].[SH:15][CH2:16][C:17]([O:19][CH2:20][CH2:21][CH:22]([O:24][CH3:25])[CH3:23])=[O:18], predict the reaction product. The product is: [O:5]=[C:4]([CH:6]1[C:11]([CH3:12])([CH3:13])[CH2:10][CH:9]=[CH:8][CH:7]1[CH3:14])[CH2:3][CH:2]([S:15][CH2:16][C:17]([O:19][CH2:20][CH2:21][CH:22]([O:24][CH3:25])[CH3:23])=[O:18])[CH3:1]. (2) The product is: [CH:5]1([CH2:8][N:9]([CH2:10][CH2:11][CH3:12])[C:16]([C:18]2[N:22]3[C:23]4[CH:24]=[C:25]([F:39])[CH:26]=[CH:27][C:28]=4[N:29]([C:30]4[C:35]([CH3:36])=[CH:34][C:33]([CH3:37])=[CH:32][C:31]=4[CH3:38])[C:21]3=[N:20][C:19]=2[CH3:40])=[O:17])[CH2:7][CH2:6]1. Given the reactants C[Al](C)C.[CH:5]1([CH2:8][NH:9][CH2:10][CH2:11][CH3:12])[CH2:7][CH2:6]1.C(O[C:16]([C:18]1[N:22]2[C:23]3[CH:24]=[C:25]([F:39])[CH:26]=[CH:27][C:28]=3[N:29]([C:30]3[C:35]([CH3:36])=[CH:34][C:33]([CH3:37])=[CH:32][C:31]=3[CH3:38])[C:21]2=[N:20][C:19]=1[CH3:40])=[O:17])C.[OH-].[Na+], predict the reaction product. (3) Given the reactants [CH2:1]([O:4][C:5]([N:7]([CH2:17][CH:18]1[CH2:23][CH2:22][N:21](C(OC(C)(C)C)=O)[CH2:20][CH2:19]1)[C@@H:8]1[CH2:10][C@H:9]1[C:11]1[CH:16]=[CH:15][CH:14]=[CH:13][CH:12]=1)=[O:6])[CH:2]=[CH2:3].Cl, predict the reaction product. The product is: [CH2:1]([O:4][C:5](=[O:6])[N:7]([C@@H:8]1[CH2:10][C@H:9]1[C:11]1[CH:12]=[CH:13][CH:14]=[CH:15][CH:16]=1)[CH2:17][CH:18]1[CH2:19][CH2:20][NH:21][CH2:22][CH2:23]1)[CH:2]=[CH2:3]. (4) Given the reactants [Cl:1][C:2]1([Cl:8])[C@H:4]([CH3:5])[C@@H:3]1[CH2:6]O.[C:9]1(=[O:19])[NH:13][C:12](=[O:14])[C:11]2=[CH:15][CH:16]=[CH:17][CH:18]=[C:10]12.C1(P(C2C=CC=CC=2)C2C=CC=CC=2)C=CC=CC=1.CCOC(/N=N/C(OCC)=O)=O, predict the reaction product. The product is: [Cl:1][C:2]1([Cl:8])[C@H:4]([CH3:5])[C@@H:3]1[CH2:6][N:13]1[C:9](=[O:19])[C:10]2[C:11](=[CH:15][CH:16]=[CH:17][CH:18]=2)[C:12]1=[O:14]. (5) Given the reactants Br[C:2]1[C:3]([NH:9][CH:10]([CH:20]([CH3:22])[CH3:21])[CH2:11][NH:12][C:13](=[O:19])[O:14][C:15]([CH3:18])([CH3:17])[CH3:16])=[N:4][C:5]([Cl:8])=[N:6][CH:7]=1.ClC1N=C(NCCNC(=O)OC(C)(C)C)C([C:41]#[C:42][CH:43]([O:47][CH2:48][CH3:49])[O:44][CH2:45][CH3:46])=CN=1.CCCC[N+](CCCC)(CCCC)CCCC.[F-].ClC1N=CC2C=C(C(OCC)OCC)N(CCNC(=O)OC(C)(C)C)C=2N=1, predict the reaction product. The product is: [Cl:8][C:5]1[N:6]=[CH:7][C:2]2[CH:41]=[C:42]([CH:43]([O:47][CH2:48][CH3:49])[O:44][CH2:45][CH3:46])[N:9]([CH:10]([CH:20]([CH3:22])[CH3:21])[CH2:11][NH:12][C:13](=[O:19])[O:14][C:15]([CH3:18])([CH3:17])[CH3:16])[C:3]=2[N:4]=1. (6) Given the reactants [NH2:1][C:2]1[N:9]=[CH:8][CH:7]=[CH:6][C:3]=1[CH:4]=O.N1CC[CH2:15][C@H:11]1[C:12](O)=O.CC(C)=O, predict the reaction product. The product is: [CH3:15][C:11]1[CH:12]=[CH:4][C:3]2[C:2](=[N:9][CH:8]=[CH:7][CH:6]=2)[N:1]=1. (7) Given the reactants C(OC([NH:8][CH2:9][CH2:10][N:11]([CH3:41])[C@@H:12]1[CH2:19][N:18]2[C:20]3[CH:21]=[C:22]([C:33]([O:35][CH3:36])=[O:34])[CH:23]=[CH:24][C:25]=3[C:26]([CH:27]3[CH2:32][CH2:31][CH2:30][CH2:29][CH2:28]3)=[C:17]2[C:16]2[CH:37]=[CH:38][CH:39]=[CH:40][C:15]=2[O:14][CH2:13]1)=O)(C)(C)C.C(O)(C(F)(F)F)=O, predict the reaction product. The product is: [NH2:8][CH2:9][CH2:10][N:11]([CH3:41])[C@@H:12]1[CH2:19][N:18]2[C:20]3[CH:21]=[C:22]([C:33]([O:35][CH3:36])=[O:34])[CH:23]=[CH:24][C:25]=3[C:26]([CH:27]3[CH2:28][CH2:29][CH2:30][CH2:31][CH2:32]3)=[C:17]2[C:16]2[CH:37]=[CH:38][CH:39]=[CH:40][C:15]=2[O:14][CH2:13]1.